Dataset: Catalyst prediction with 721,799 reactions and 888 catalyst types from USPTO. Task: Predict which catalyst facilitates the given reaction. Product: [CH3:13][O:14][C:15](=[O:27])[C:16]1[CH:21]=[CH:20][CH:19]=[C:18]([CH2:11][C:4]2[C:5]3[C:10](=[CH:9][CH:8]=[CH:7][CH:6]=3)[N:1]=[CH:2][CH:3]=2)[C:17]=1[S:23]([NH2:30])(=[O:25])=[O:24]. Reactant: [N:1]1[C:10]2[C:5](=[CH:6][CH:7]=[CH:8][CH:9]=2)[C:4]([CH2:11]N)=[CH:3][CH:2]=1.[CH3:13][O:14][C:15](=[O:27])[C:16]1[CH:21]=[C:20](Br)[CH:19]=[CH:18][C:17]=1[S:23](Cl)(=[O:25])=[O:24].C([N:30](CC)CC)C.O. The catalyst class is: 2.